Regression. Given two drug SMILES strings and cell line genomic features, predict the synergy score measuring deviation from expected non-interaction effect. From a dataset of NCI-60 drug combinations with 297,098 pairs across 59 cell lines. Drug 1: CC1=C(C(=CC=C1)Cl)NC(=O)C2=CN=C(S2)NC3=CC(=NC(=N3)C)N4CCN(CC4)CCO. Drug 2: C(CCl)NC(=O)N(CCCl)N=O. Cell line: HCC-2998. Synergy scores: CSS=-1.17, Synergy_ZIP=3.26, Synergy_Bliss=3.54, Synergy_Loewe=2.14, Synergy_HSA=-2.40.